From a dataset of Reaction yield outcomes from USPTO patents with 853,638 reactions. Predict the reaction yield, written as a fraction of the theoretical maximum amount of product (1.0 means a 100% yield; for example, 0.34 means a 34% yield). (1) The reactants are [CH3:1][O:2][C:3](=[O:18])/[C:4](/[C:10]1[CH:15]=[CH:14][C:13]([O:16][CH3:17])=[CH:12][CH:11]=1)=[CH:5]/[C:6]([O:8][CH3:9])=[O:7]. The catalyst is C(O)C.[OH-].[OH-].[Pd+2]. The product is [CH3:1][O:2][C:3](=[O:18])[CH:4]([C:10]1[CH:11]=[CH:12][C:13]([O:16][CH3:17])=[CH:14][CH:15]=1)[CH2:5][C:6]([O:8][CH3:9])=[O:7]. The yield is 0.990. (2) The reactants are N1C=CC=CC=1.[NH:7]1[CH2:12][CH2:11][O:10][C@H:9]([CH2:13][OH:14])[CH2:8]1.[C:15]([Si:19](Cl)([C:26]1[CH:31]=[CH:30][CH:29]=[CH:28][CH:27]=1)[C:20]1[CH:25]=[CH:24][CH:23]=[CH:22][CH:21]=1)([CH3:18])([CH3:17])[CH3:16]. The catalyst is CN(C1C=CN=CC=1)C.C(Cl)Cl. The product is [Si:19]([O:14][CH2:13][C@H:9]1[O:10][CH2:11][CH2:12][NH:7][CH2:8]1)([C:15]([CH3:18])([CH3:17])[CH3:16])([C:26]1[CH:27]=[CH:28][CH:29]=[CH:30][CH:31]=1)[C:20]1[CH:25]=[CH:24][CH:23]=[CH:22][CH:21]=1. The yield is 0.430. (3) The reactants are [Si]([O:8][CH2:9][C@@H:10]1[C@H:14]2[O:15][C:16]([CH3:19])([CH3:18])[O:17][C@H:13]2[C@H:12]([N:20]([CH3:28])[C:21]2[CH:26]=[C:25]([Cl:27])[N:24]=[CH:23][N:22]=2)[CH2:11]1)(C(C)(C)C)(C)C.[F-].C([N+](CCCC)(CCCC)CCCC)CCC. The catalyst is C1COCC1. The product is [Cl:27][C:25]1[N:24]=[CH:23][N:22]=[C:21]([N:20]([CH3:28])[C@H:12]2[C@@H:13]3[O:17][C:16]([CH3:18])([CH3:19])[O:15][C@@H:14]3[C@@H:10]([CH2:9][OH:8])[CH2:11]2)[CH:26]=1. The yield is 0.890. (4) The catalyst is C(#N)C. The yield is 0.810. The reactants are [Cl:1][CH2:2][C:3]1[N:4]=[C:5]([CH2:8][CH3:9])[O:6][CH:7]=1.[C:10]1([P:16]([C:23]2[CH:28]=[CH:27][CH:26]=[CH:25][CH:24]=2)[C:17]2[CH:22]=[CH:21][CH:20]=[CH:19][CH:18]=2)[CH:15]=[CH:14][CH:13]=[CH:12][CH:11]=1. The product is [Cl-:1].[CH2:8]([C:5]1[O:6][CH:7]=[C:3]([CH2:2][P+:16]([C:17]2[CH:18]=[CH:19][CH:20]=[CH:21][CH:22]=2)([C:23]2[CH:28]=[CH:27][CH:26]=[CH:25][CH:24]=2)[C:10]2[CH:11]=[CH:12][CH:13]=[CH:14][CH:15]=2)[N:4]=1)[CH3:9]. (5) The reactants are [CH3:1][O:2][C:3](=[O:16])[C:4]1[CH:15]=[CH:14][C:7]([C:8](N(OC)C)=[O:9])=[CH:6][CH:5]=1.[CH2:17]([Mg]Cl)[CH2:18][CH3:19]. The catalyst is C1COCC1. The product is [CH3:1][O:2][C:3](=[O:16])[C:4]1[CH:5]=[CH:6][C:7]([C:8](=[O:9])[CH2:17][CH2:18][CH3:19])=[CH:14][CH:15]=1. The yield is 0.237. (6) The reactants are [C:1]([O:5][C:6]([N:8]1[CH2:16][C:15]2[C:10](=[CH:11][CH:12]=[C:13]([C:17]([OH:19])=O)[CH:14]=2)[CH2:9]1)=[O:7])([CH3:4])([CH3:3])[CH3:2].C1C=CC2N(O)N=NC=2C=1.C1CCC(N=C=NC2CCCCC2)CC1.CCN(C(C)C)C(C)C.[Cl:54][C:55]1[CH:56]=[C:57]([CH:62]=[CH:63][C:64]=1[O:65][CH:66]([CH3:68])[CH3:67])/[C:58](=[N:60]/O)/[NH2:59]. The product is [Cl:54][C:55]1[CH:56]=[C:57]([C:58]2[N:60]=[C:17]([C:13]3[CH:14]=[C:15]4[C:10](=[CH:11][CH:12]=3)[CH2:9][N:8]([C:6]([O:5][C:1]([CH3:2])([CH3:3])[CH3:4])=[O:7])[CH2:16]4)[O:19][N:59]=2)[CH:62]=[CH:63][C:64]=1[O:65][CH:66]([CH3:68])[CH3:67]. The yield is 0.155. The catalyst is C(#N)C.